Dataset: Full USPTO retrosynthesis dataset with 1.9M reactions from patents (1976-2016). Task: Predict the reactants needed to synthesize the given product. (1) The reactants are: [CH3:1][O:2][C:3](=[O:18])[C@@H:4]([N:13]1[CH:17]=[CH:16][CH:15]=[CH:14]1)[CH2:5][C:6]1[CH:11]=[CH:10][C:9]([OH:12])=[CH:8][CH:7]=1.[C:19]1([C:25]2[N:29]([CH2:30][CH2:31]O)[C:28]3[CH:33]=[CH:34][CH:35]=[CH:36][C:27]=3[N:26]=2)[CH:24]=[CH:23][CH:22]=[CH:21][CH:20]=1. Given the product [CH3:1][O:2][C:3](=[O:18])[CH:4]([N:13]1[CH:17]=[CH:16][CH:15]=[CH:14]1)[CH2:5][C:6]1[CH:11]=[CH:10][C:9]([O:12][CH2:31][CH2:30][N:29]2[C:28]3[CH:33]=[CH:34][CH:35]=[CH:36][C:27]=3[N:26]=[C:25]2[C:19]2[CH:24]=[CH:23][CH:22]=[CH:21][CH:20]=2)=[CH:8][CH:7]=1, predict the reactants needed to synthesize it. (2) Given the product [CH2:17]([O:16][P:12](/[CH:3]=[CH:20]/[C@@:22]1([NH:41][C:42](=[O:48])[O:43][C:44]([CH3:47])([CH3:46])[CH3:45])[CH2:26][CH2:25][C@H:24]([C:27]2[CH:28]=[CH:29][C:30]([CH2:33][CH2:34][CH2:35][CH2:36][CH2:37][CH2:38][CH2:39][CH3:40])=[CH:31][CH:32]=2)[CH2:23]1)([O:13][CH2:14][CH3:15])=[O:19])[CH3:18], predict the reactants needed to synthesize it. The reactants are: [H-].[Na+].[CH2:3]([P:12](=[O:19])([O:16][CH2:17][CH3:18])[O:13][CH2:14][CH3:15])P(=O)(OCC)OCC.[CH:20]([C@@:22]1([NH:41][C:42](=[O:48])[O:43][C:44]([CH3:47])([CH3:46])[CH3:45])[CH2:26][CH2:25][C@H:24]([C:27]2[CH:32]=[CH:31][C:30]([CH2:33][CH2:34][CH2:35][CH2:36][CH2:37][CH2:38][CH2:39][CH3:40])=[CH:29][CH:28]=2)[CH2:23]1)=O.